This data is from Forward reaction prediction with 1.9M reactions from USPTO patents (1976-2016). The task is: Predict the product of the given reaction. (1) Given the reactants Cl.[NH2:2][CH2:3][C:4]1[C:5]([Cl:22])=[C:6]([C:10]2[CH:11]=[C:12]3[C:17](=[CH:18][CH:19]=2)[N:16]([CH3:20])[C:15](=[O:21])[CH2:14][CH2:13]3)[CH:7]=[N:8][CH:9]=1.[C:23](Cl)(=[O:26])[CH2:24][CH3:25], predict the reaction product. The product is: [Cl:22][C:5]1[C:6]([C:10]2[CH:11]=[C:12]3[C:17](=[CH:18][CH:19]=2)[N:16]([CH3:20])[C:15](=[O:21])[CH2:14][CH2:13]3)=[CH:7][N:8]=[CH:9][C:4]=1[CH2:3][NH:2][C:23](=[O:26])[CH2:24][CH3:25]. (2) Given the reactants F[C:2]1[CH:3]=[C:4]([C:10]2[CH:15]=[CH:14][C:13]([CH:16]=[O:17])=[CH:12][CH:11]=2)[CH:5]=[CH:6][C:7]=1[C:8]#[N:9].Br[C:19]1C=CC(C#N)=CC=1C.C(C1C=C(C2C=CC=C(C#N)C=2)C=CC=1O)=O.C(O)(=O)C.C(C1C=CC(C2C=C(C3NC4C=CC(C(N)=N)=CC=4N=3)C=CC=2)=NC=1)(=N)N.C(O)(=O)C.C(C1C=CC(C2C=CC(OC)=C(C3NC4C=CC(C(N)=N)=CC=4N=3)C=2)=CC=1)(=N)N, predict the reaction product. The product is: [CH:16]([C:13]1[CH:14]=[CH:15][C:10]([C:4]2[CH:5]=[CH:6][C:7]([C:8]#[N:9])=[CH:2][C:3]=2[CH3:19])=[CH:11][CH:12]=1)=[O:17]. (3) Given the reactants [C:1]([O-:4])([O-])=[O:2].[K+].[K+].Br[C:8]1([CH2:19][C:20]2[CH:25]=[CH:24][CH:23]=[C:22]([Cl:26])[CH:21]=2)[C:16]2[C:11](=[CH:12][C:13]([Cl:17])=[CH:14][CH:15]=2)[NH:10][C:9]1=[O:18], predict the reaction product. The product is: [Cl:17][C:13]1[CH:12]=[C:11]2[C:16]([C:8]([NH:10][CH:9]([CH2:8][CH:16]([CH3:11])[CH3:15])[C:1]([OH:4])=[O:2])([CH2:19][C:20]3[CH:25]=[CH:24][CH:23]=[C:22]([Cl:26])[CH:21]=3)[C:9](=[O:18])[NH:10]2)=[CH:15][CH:14]=1. (4) Given the reactants FC(F)(F)C1C=C(NC(=O)NC2C=CC(C3SC(CCC(OC)=O)=NC=3)=CC=2)C=CC=1.[CH3:32][C:33]1[N:37]=[C:36]([CH2:38][CH:39]2[CH2:44][CH2:43][CH:42]([C:45]3[S:46][C:47]([C:50]4[CH:56]=[CH:55][C:53]([NH2:54])=[CH:52][CH:51]=4)=[CH:48][N:49]=3)[CH2:41][CH2:40]2)[O:35][N:34]=1.[F:57][C:58]1[CH:59]=[C:60]([N:65]=[C:66]=[O:67])[CH:61]=[C:62]([F:64])[CH:63]=1, predict the reaction product. The product is: [F:57][C:58]1[CH:59]=[C:60]([NH:65][C:66]([NH:54][C:53]2[CH:52]=[CH:51][C:50]([C:47]3[S:46][C:45]([CH:42]4[CH2:43][CH2:44][CH:39]([CH2:38][C:36]5[O:35][N:34]=[C:33]([CH3:32])[N:37]=5)[CH2:40][CH2:41]4)=[N:49][CH:48]=3)=[CH:56][CH:55]=2)=[O:67])[CH:61]=[C:62]([F:64])[CH:63]=1. (5) Given the reactants [O:1]1[CH2:3][CH:2]1[CH2:4][O:5][C:6]1[CH:11]=[CH:10][C:9]([CH:12]2[CH2:17][CH2:16][O:15][CH2:14][CH2:13]2)=[CH:8][CH:7]=1.[N:18]#[C:19][NH2:20].[Na], predict the reaction product. The product is: [O:15]1[CH2:16][CH2:17][CH:12]([C:9]2[CH:10]=[CH:11][C:6]([O:5][CH2:4][CH:2]3[O:1][C:19]([NH2:20])=[N:18][CH2:3]3)=[CH:7][CH:8]=2)[CH2:13][CH2:14]1.